Dataset: Forward reaction prediction with 1.9M reactions from USPTO patents (1976-2016). Task: Predict the product of the given reaction. (1) Given the reactants [CH3:1][CH:2]([OH:9])[CH2:3][NH:4][CH2:5][CH:6]([OH:8])[CH3:7].[C:10](O)(=O)[CH2:11][CH2:12][CH2:13][CH2:14][CH2:15][CH:16]([CH3:18])[CH3:17], predict the reaction product. The product is: [CH3:1][CH:2]1[O:9][C:10]2([CH2:11][CH2:12][CH2:13][CH2:14][CH2:15][CH:16]([CH3:18])[CH3:17])[O:8][CH:6]([CH3:7])[CH2:5][N:4]2[CH2:3]1. (2) Given the reactants [CH3:1][N:2]1[CH:6]=[C:5]([NH2:7])[CH:4]=[N:3]1.[NH2:8][C@@H:9]1[C@@H:14]2[CH2:15][C@@H:11]([CH:12]=[CH:13]2)[C@@H:10]1[C:16]([NH2:18])=[O:17].Cl[C:20]1[N:25]=[C:24](Cl)[C:23]([C:27]([F:30])([F:29])[F:28])=[CH:22][N:21]=1.Cl[C:32]1N=C(Cl)C(F)=CN=1, predict the reaction product. The product is: [CH2:1]([N:2]1[CH:6]=[C:5]([NH:7][C:20]2[N:25]=[C:24]([NH:8][C@@H:9]3[C@@H:14]4[CH2:15][C@@H:11]([CH:12]=[CH:13]4)[C@@H:10]3[C:16]([NH2:18])=[O:17])[C:23]([C:27]([F:30])([F:29])[F:28])=[CH:22][N:21]=2)[CH:4]=[N:3]1)[CH3:32].